Predict the reactants needed to synthesize the given product. From a dataset of Full USPTO retrosynthesis dataset with 1.9M reactions from patents (1976-2016). (1) Given the product [CH2:1]([O:3][P:4]([C:9]1[C:10](=[O:24])[NH:11][C:12]2[C:17]([CH:18]=1)=[CH:16][C:15]([S:19]([NH:28][CH2:25][CH2:26][CH3:27])(=[O:21])=[O:20])=[C:14]([Cl:23])[CH:13]=2)(=[O:8])[O:5][CH2:6][CH3:7])[CH3:2], predict the reactants needed to synthesize it. The reactants are: [CH2:1]([O:3][P:4]([C:9]1[C:10](=[O:24])[NH:11][C:12]2[C:17]([CH:18]=1)=[CH:16][C:15]([S:19](Cl)(=[O:21])=[O:20])=[C:14]([Cl:23])[CH:13]=2)(=[O:8])[O:5][CH2:6][CH3:7])[CH3:2].[CH2:25]([NH2:28])[CH2:26][CH3:27]. (2) Given the product [F:27][C:23]1[CH:22]=[C:21]2[C:26](=[CH:25][CH:24]=1)[N:18]([NH:17][C:8]([C:7]1[C:2]([CH3:1])=[N:3][C:4]([C:11]3[N:16]=[CH:15][CH:14]=[CH:13][N:12]=3)=[N:5][CH:6]=1)=[O:10])[CH:19]=[C:20]2[CH2:28][CH2:29][C:30]([OH:32])([CH3:31])[CH3:33], predict the reactants needed to synthesize it. The reactants are: [CH3:1][C:2]1[C:7]([C:8]([OH:10])=O)=[CH:6][N:5]=[C:4]([C:11]2[N:16]=[CH:15][CH:14]=[CH:13][N:12]=2)[N:3]=1.[NH2:17][N:18]1[C:26]2[C:21](=[CH:22][C:23]([F:27])=[CH:24][CH:25]=2)[C:20]([CH2:28][CH2:29][C:30]([CH3:33])([OH:32])[CH3:31])=[CH:19]1.C[N+]1(C2N=C(OC)N=C(OC)N=2)CCOCC1.[Cl-]. (3) Given the product [F:1][C:2]1[C:10]([CH3:11])=[C:9]([F:12])[CH:8]=[CH:7][C:3]=1[C:4]([C:20](=[CH:19][N:18]([CH3:26])[CH3:17])[C:21]([O:23][CH2:24][CH3:25])=[O:22])=[O:6], predict the reactants needed to synthesize it. The reactants are: [F:1][C:2]1[C:10]([CH3:11])=[C:9]([F:12])[CH:8]=[CH:7][C:3]=1[C:4]([O-:6])=O.S(Cl)(Cl)=O.[CH3:17][N:18]([CH3:26])[CH:19]=[CH:20][C:21]([O:23][CH2:24][CH3:25])=[O:22].C(N(CC)CC)C. (4) Given the product [CH2:31]([O:33][CH2:34][C:35]([NH:1][C:2]1[C:3]2[N:4]([N:21]=[N:22][N:23]=2)[C:5]([CH3:20])=[C:6]([CH3:19])[C:7]=1[NH:8][CH2:9][CH2:10][NH:11][C:12](=[O:18])[O:13][C:14]([CH3:15])([CH3:16])[CH3:17])=[O:36])[CH3:32], predict the reactants needed to synthesize it. The reactants are: [NH2:1][C:2]1[C:3]2[N:4]([N:21]=[N:22][N:23]=2)[C:5]([CH3:20])=[C:6]([CH3:19])[C:7]=1[NH:8][CH2:9][CH2:10][NH:11][C:12](=[O:18])[O:13][C:14]([CH3:17])([CH3:16])[CH3:15].C(N(CC)CC)C.[CH2:31]([O:33][CH2:34][C:35](Cl)=[O:36])[CH3:32]. (5) Given the product [NH:19]1[C:13]2[N:14]([N:15]=[CH:16][C:12]=2[CH2:11][CH2:10][NH2:7])[CH2:17][CH2:18]1, predict the reactants needed to synthesize it. The reactants are: [H-].[Al+3].[Li+].[H-].[H-].[H-].[N+:7](/[CH:10]=[CH:11]/[C:12]1[CH:16]=[N:15][N:14]2[CH2:17][CH2:18][N:19](C=O)[C:13]=12)([O-])=O.[F-].[Na+].O. (6) Given the product [CH3:34][N:33]1[C:32]2[CH:35]=[CH:36][CH:37]=[CH:38][C:31]=2[N:30]=[C:29]1[CH2:28][N:11]([CH:9]1[C:10]2[N:1]=[CH:2][CH:3]=[CH:4][C:5]=2[CH2:6][CH2:7][CH2:8]1)[CH2:12][CH2:13][CH2:14][CH2:15][N:16]1[C:24](=[O:25])[C:23]2[C:18](=[CH:19][CH:20]=[CH:21][CH:22]=2)[C:17]1=[O:26], predict the reactants needed to synthesize it. The reactants are: [N:1]1[C:10]2[C@@H:9]([NH:11][CH2:12][CH2:13][CH2:14][CH2:15][N:16]3[C:24](=[O:25])[C:23]4[C:18](=[CH:19][CH:20]=[CH:21][CH:22]=4)[C:17]3=[O:26])[CH2:8][CH2:7][CH2:6][C:5]=2[CH:4]=[CH:3][CH:2]=1.Cl[CH2:28][C:29]1[N:33]([CH3:34])[C:32]2[CH:35]=[CH:36][CH:37]=[CH:38][C:31]=2[N:30]=1.CNC1C=CC=CC=1N.ClCC(O)=O.C(N(C(C)C)CC)(C)C.[I-].[K+]. (7) Given the product [CH:1]1([N:4]([C:23]2[CH:22]=[C:21]([Cl:26])[N:20]=[C:19]([Cl:18])[N:24]=2)[CH2:5][CH2:6][CH2:7][OH:8])[CH2:3][CH2:2]1, predict the reactants needed to synthesize it. The reactants are: [CH:1]1([NH:4][CH2:5][CH2:6][CH2:7][OH:8])[CH2:3][CH2:2]1.CCN(C(C)C)C(C)C.[Cl:18][C:19]1[N:24]=[C:23](Cl)[CH:22]=[C:21]([Cl:26])[N:20]=1.CCOC(C)=O.